The task is: Predict the reaction yield, written as a fraction of the theoretical maximum amount of product (1.0 means a 100% yield; for example, 0.34 means a 34% yield).. This data is from Reaction yield outcomes from USPTO patents with 853,638 reactions. (1) The reactants are Br[C:2]1[CH:3]=[C:4]([CH:7]=[CH:8][C:9]=1[O:10][CH3:11])[CH:5]=[O:6].[CH3:12][O:13][C:14]1[CH:19]=[CH:18][C:17](B(O)O)=[CH:16][CH:15]=1.[Cl-].[Li+].C(=O)([O-])[O-].[Na+].[Na+]. The catalyst is COCCOC.C(OCC)(=O)C.C1C=CC([P]([Pd]([P](C2C=CC=CC=2)(C2C=CC=CC=2)C2C=CC=CC=2)([P](C2C=CC=CC=2)(C2C=CC=CC=2)C2C=CC=CC=2)[P](C2C=CC=CC=2)(C2C=CC=CC=2)C2C=CC=CC=2)(C2C=CC=CC=2)C2C=CC=CC=2)=CC=1. The product is [CH3:11][O:10][C:9]1[CH:8]=[CH:7][C:4]([CH:5]=[O:6])=[CH:3][C:2]=1[C:17]1[CH:18]=[CH:19][C:14]([O:13][CH3:12])=[CH:15][CH:16]=1. The yield is 0.880. (2) The reactants are [F:1][C:2]1[CH:28]=[CH:27][C:5]([CH2:6][O:7][CH2:8][C:9]([NH:11][CH2:12][CH2:13][CH2:14][CH2:15][CH:16]2[CH2:19][N:18]([C:20]([O:22]C(C)(C)C)=O)[CH2:17]2)=[O:10])=[CH:4][CH:3]=1.C(O)(C(F)(F)F)=O.C(N1C=CN=C1)(N1C=CN=C1)=O.[NH2:48][CH2:49][CH2:50][C:51]1[C:59]2[C:54](=[CH:55][CH:56]=[CH:57][CH:58]=2)[NH:53][CH:52]=1.Cl. The catalyst is C(Cl)Cl.C1COCC1. The product is [NH:53]1[C:54]2[C:59](=[CH:58][CH:57]=[CH:56][CH:55]=2)[C:51]([CH2:50][CH2:49][NH:48][C:20]([N:18]2[CH2:17][CH:16]([CH2:15][CH2:14][CH2:13][CH2:12][NH:11][C:9](=[O:10])[CH2:8][O:7][CH2:6][C:5]3[CH:4]=[CH:3][C:2]([F:1])=[CH:28][CH:27]=3)[CH2:19]2)=[O:22])=[CH:52]1. The yield is 0.300. (3) The reactants are [I:1][C:2]1[CH:3]=[C:4]([CH:8]=[CH:9][C:10]=1[OH:11])[C:5]([OH:7])=[O:6].S(=O)(=O)(O)O.Cl[CH2:18]Cl.C(=O)(O)[O-].[Na+]. The catalyst is CO.C(OCC)(=O)C. The product is [OH:11][C:10]1[CH:9]=[CH:8][C:4]([C:5]([O:7][CH3:18])=[O:6])=[CH:3][C:2]=1[I:1]. The yield is 0.590.